From a dataset of Catalyst prediction with 721,799 reactions and 888 catalyst types from USPTO. Predict which catalyst facilitates the given reaction. (1) Reactant: C1CCCCCCC1.N(OC(C)(C)C)=O.ON1[C:21](=O)[C:20]2=[CH:23][CH:24]=[CH:25][CH:26]=[C:19]2[C:18]1=[O:27].C1(=NO)CCCCCCC1.[N+](C1CCCCCCC1)([O-])=O. Product: [C:18]1(=[O:27])[CH2:19][CH2:26][CH2:25][CH2:24][CH2:23][CH2:20][CH2:21]1. The catalyst class is: 15. (2) Reactant: [C:1]1([CH2:7][CH2:8][CH:9]=[CH2:10])[CH:6]=[CH:5][CH:4]=[CH:3][CH:2]=1.C1C=C(Cl)C=C(C(OO)=[O:19])C=1.C([O-])([O-])=O.[K+].[K+]. Product: [CH2:8]([CH:9]1[CH2:10][O:19]1)[CH2:7][C:1]1[CH:6]=[CH:5][CH:4]=[CH:3][CH:2]=1. The catalyst class is: 2. (3) Reactant: [O:1]1[C:5]2([CH2:10][CH2:9][NH:8][CH2:7][CH2:6]2)[O:4][CH2:3][CH2:2]1.[Cl:11][C:12]1[N:17]=[C:16](Cl)[CH:15]=[C:14]([Cl:19])[N:13]=1.C(N(C(C)C)CC)(C)C. Product: [Cl:11][C:12]1[N:17]=[C:16]([N:8]2[CH2:9][CH2:10][C:5]3([O:4][CH2:3][CH2:2][O:1]3)[CH2:6][CH2:7]2)[CH:15]=[C:14]([Cl:19])[N:13]=1. The catalyst class is: 2. (4) Reactant: C([Li])CCC.C(NC(C)C)(C)C.[Cl:13][C:14]1[N:19]=[C:18]2[CH:20]=[CH:21][N:22]([S:23]([C:26]3[CH:31]=[CH:30][CH:29]=[CH:28][CH:27]=3)(=[O:25])=[O:24])[C:17]2=[CH:16][CH:15]=1.Cl[C:33]([O:35][CH2:36][CH3:37])=[O:34].Cl. Product: [Cl:13][C:14]1[N:19]=[C:18]2[CH:20]=[C:21]([C:33]([O:35][CH2:36][CH3:37])=[O:34])[N:22]([S:23]([C:26]3[CH:31]=[CH:30][CH:29]=[CH:28][CH:27]=3)(=[O:25])=[O:24])[C:17]2=[CH:16][CH:15]=1. The catalyst class is: 1. (5) Reactant: [CH3:1][C:2]1([CH3:10])[O:7][C:6](=[O:8])[CH2:5][C:4](=[O:9])[O:3]1.[C:11]([O:15][C:16]([NH:18][CH2:19][CH2:20][C:21](O)=[O:22])=[O:17])([CH3:14])([CH3:13])[CH3:12].C(Cl)CCl. Product: [C:11]([O:15][C:16](=[O:17])[NH:18][CH2:19][CH2:20][C:21]([CH:5]1[C:6](=[O:8])[O:7][C:2]([CH3:10])([CH3:1])[O:3][C:4]1=[O:9])=[O:22])([CH3:14])([CH3:12])[CH3:13]. The catalyst class is: 64. (6) The catalyst class is: 27. Reactant: CCCCCC.[Br:7][C:8]1[N:9]=[CH:10][N:11]([CH3:13])[CH:12]=1.CN([CH:17]=[O:18])C.O. Product: [Br:7][C:8]1[N:9]=[C:10]([CH:17]=[O:18])[N:11]([CH3:13])[CH:12]=1.